From a dataset of Catalyst prediction with 721,799 reactions and 888 catalyst types from USPTO. Predict which catalyst facilitates the given reaction. (1) Reactant: [CH:1](=O)[C:2]1[CH:7]=[CH:6][CH:5]=[CH:4][CH:3]=1.[CH3:9][O:10][CH:11]([O:15][CH3:16])[CH2:12][C:13]#[N:14].C[O-].[Na+]. Product: [CH3:9][O:10][CH:11]([O:15][CH3:16])[C:12](=[CH:1][C:2]1[CH:7]=[CH:6][CH:5]=[CH:4][CH:3]=1)[C:13]#[N:14]. The catalyst class is: 5. (2) Reactant: [F:1][C:2]1[CH:7]=[C:6]([F:8])[CH:5]=[CH:4][C:3]=1[S:9]([NH:12][C:13]1[C:14]([O:28][CH3:29])=[N:15][CH:16]=[C:17](B2OC(C)(C)C(C)(C)O2)[CH:18]=1)(=[O:11])=[O:10].Br[C:31]1[CH:36]=[CH:35][N:34]2[N:37]=[CH:38][C:39]([C:40]#[C:41][CH2:42][OH:43])=[C:33]2[CH:32]=1.C(Cl)Cl.C([O-])([O-])=O.[Na+].[Na+]. Product: [F:1][C:2]1[CH:7]=[C:6]([F:8])[CH:5]=[CH:4][C:3]=1[S:9]([NH:12][C:13]1[C:14]([O:28][CH3:29])=[N:15][CH:16]=[C:17]([C:31]2[CH:36]=[CH:35][N:34]3[N:37]=[CH:38][C:39]([C:40]#[C:41][CH2:42][OH:43])=[C:33]3[CH:32]=2)[CH:18]=1)(=[O:10])=[O:11]. The catalyst class is: 140. (3) Reactant: [NH2:1][C:2]1[NH:3][C:4](=[O:34])[C:5]([C@@H:8]2[N:12]([C:13]([O:15][C:16]([CH3:19])([CH3:18])[CH3:17])=[O:14])[C@H:11]([CH2:20][O:21]CC3C=CC=CC=3)[C@H:10]3[O:29][C:30]([CH3:33])([CH3:32])[O:31][C@@H:9]23)=[CH:6][N:7]=1. Product: [NH2:1][C:2]1[NH:3][C:4](=[O:34])[C:5]([C@@H:8]2[N:12]([C:13]([O:15][C:16]([CH3:17])([CH3:18])[CH3:19])=[O:14])[C@H:11]([CH2:20][OH:21])[C@H:10]3[O:29][C:30]([CH3:33])([CH3:32])[O:31][C@@H:9]23)=[CH:6][N:7]=1. The catalyst class is: 105. (4) Reactant: [C:1]([O:5][OH:6])([CH3:4])([CH3:3])[CH3:2].[OH-].[K+].[C:9](Cl)(=[O:13])[CH:10]([CH3:12])[CH3:11].Cl.CCCCCCCCCC(C)C. Product: [C:9]([O:6][O:5][C:1]([CH3:4])([CH3:3])[CH3:2])(=[O:13])[CH:10]([CH3:12])[CH3:11]. The catalyst class is: 6. (5) The catalyst class is: 8. Product: [Cl:1][C:2]1[N:7]=[C:6]([C:8]2[NH:18][C:16](=[O:17])[NH:15][C:13](=[O:14])[N:12]=2)[CH:5]=[CH:4][CH:3]=1. Reactant: [Cl:1][C:2]1[N:7]=[C:6]([C:8](OC)=O)[CH:5]=[CH:4][CH:3]=1.[NH2:12][C:13]([NH:15][C:16]([NH2:18])=[O:17])=[O:14].O.C([O-])(O)=O.[Na+]. (6) The catalyst class is: 815. Reactant: Cl.[N:2]1[CH:7]=[CH:6][CH:5]=[C:4]([C:8]([NH2:10])=[NH:9])[CH:3]=1.[Cl:11][C:12]1[CH:19]=[C:18]([F:20])[CH:17]=[CH:16][C:13]=1[CH:14]=O.[CH3:21][C:22]1([CH3:30])[CH2:27][C:26](=[O:28])[CH2:25][C:24](=O)[CH2:23]1.C([O-])(=O)C.[Na+].Cl. Product: [N:2]1[CH:7]=[CH:6][CH:5]=[C:4]([C:8]2[NH:10][C:24]3[CH2:23][C:22]([CH3:30])([CH3:21])[CH2:27][C:26](=[O:28])[C:25]=3[CH:14]([C:13]3[CH:16]=[CH:17][C:18]([F:20])=[CH:19][C:12]=3[Cl:11])[N:9]=2)[CH:3]=1. (7) Reactant: [CH2:1]([N:8]1[CH2:13][CH2:12][CH:11]([C:14]([CH:16]2[CH2:21][CH2:20][CH2:19][CH2:18][C:17]2=O)=O)[CH2:10][CH2:9]1)[C:2]1[CH:7]=[CH:6][CH:5]=[CH:4][CH:3]=1.[CH2:23]([NH:25][NH2:26])[CH3:24].C(#N)C. Product: [CH2:23]([N:25]1[C:14]([CH:11]2[CH2:12][CH2:13][N:8]([CH2:1][C:2]3[CH:7]=[CH:6][CH:5]=[CH:4][CH:3]=3)[CH2:9][CH2:10]2)=[C:16]2[C:17]([CH2:18][CH2:19][CH2:20][CH2:21]2)=[N:26]1)[CH3:24]. The catalyst class is: 6.